Dataset: Full USPTO retrosynthesis dataset with 1.9M reactions from patents (1976-2016). Task: Predict the reactants needed to synthesize the given product. (1) Given the product [CH3:1][O:2][C:3]([C:5]1([C:12]2[CH:13]=[CH:14][C:15]([N+:25]([O-:27])=[O:26])=[C:16]([N:18]3[CH2:23][CH2:22][CH:21]([CH3:24])[CH2:20][CH2:19]3)[CH:17]=2)[CH2:10][CH2:9][O:8][CH2:7][CH2:6]1)=[O:4], predict the reactants needed to synthesize it. The reactants are: [CH3:1][O:2][C:3]([CH:5]1[CH2:10][CH2:9][O:8][CH2:7][CH2:6]1)=[O:4].Br[C:12]1[CH:13]=[CH:14][C:15]([N+:25]([O-:27])=[O:26])=[C:16]([N:18]2[CH2:23][CH2:22][CH:21]([CH3:24])[CH2:20][CH2:19]2)[CH:17]=1. (2) Given the product [C:1]([O:5][C:6](=[O:20])[CH2:7][N:8]([CH2:12][C:13]([O:15][C:16]([CH3:19])([CH3:18])[CH3:17])=[O:14])[CH2:9][CH2:10][S:29]([CH3:28])(=[O:31])=[O:30])([CH3:4])([CH3:3])[CH3:2], predict the reactants needed to synthesize it. The reactants are: [C:1]([O:5][C:6](=[O:20])[CH2:7][N:8]([CH2:12][C:13]([O:15][C:16]([CH3:19])([CH3:18])[CH3:17])=[O:14])[CH2:9][CH2:10]O)([CH3:4])([CH3:3])[CH3:2].C(N(CC)CC)C.[CH3:28][S:29](Cl)(=[O:31])=[O:30]. (3) Given the product [Cl:8][C:18]1[N:17]([C:11]2[CH:16]=[CH:15][CH:14]=[CH:13][CH:12]=2)[C:25]2[C:20](=[N:21][CH:22]=[CH:23][CH:24]=2)[C:19]=1[CH:4]=[O:5], predict the reactants needed to synthesize it. The reactants are: CN([CH:4]=[O:5])C.P(Cl)(Cl)([Cl:8])=O.[C:11]1([N:17]2[C:25]3[C:20](=[N:21][CH:22]=[CH:23][CH:24]=3)[CH2:19][C:18]2=O)[CH:16]=[CH:15][CH:14]=[CH:13][CH:12]=1.N1C=CC=CC=1. (4) Given the product [F:8][C:9]1[CH:14]=[CH:13][C:12]([C:15]2[C:23]3[C:18](=[CH:19][CH:20]=[C:21]([NH:24][C:25]([C:27]4([N:53]([CH:55]=[O:56])[CH3:54])[CH2:31][CH2:30][N:29]([CH2:32][C:33](=[O:52])[N:34]5[CH2:35][CH:36]=[C:37]([C:40]6[CH:45]=[CH:44][C:43]([C:46]7[N:47]=[CH:48][CH:49]=[CH:50][N:51]=7)=[CH:42][CH:41]=6)[CH2:38][CH2:39]5)[CH2:28]4)=[O:26])[CH:22]=3)[NH:17][N:16]=2)=[CH:11][CH:10]=1, predict the reactants needed to synthesize it. The reactants are: Cl.O1CCOCC1.[F:8][C:9]1[CH:14]=[CH:13][C:12]([C:15]2[C:23]3[C:18](=[CH:19][CH:20]=[C:21]([NH:24][C:25]([C:27]4([N:53]([CH:55]=[O:56])[CH3:54])[CH2:31][CH2:30][N:29]([CH2:32][C:33](=[O:52])[N:34]5[CH2:39][CH:38]=[C:37]([C:40]6[CH:45]=[CH:44][C:43]([C:46]7[N:51]=[CH:50][CH:49]=[CH:48][N:47]=7)=[CH:42][CH:41]=6)[CH2:36][CH2:35]5)[CH2:28]4)=[O:26])[CH:22]=3)[N:17](C(C3C=CC=CC=3)(C3C=CC=CC=3)C3C=CC=CC=3)[N:16]=2)=[CH:11][CH:10]=1. (5) Given the product [CH:70]1([C:69]2[O:68][N:67]=[C:66]([C:73]3[CH:78]=[CH:77][CH:76]=[CH:75][C:74]=3[O:79][C:80]([F:81])([F:82])[F:83])[C:65]=2[CH2:64][O:63][CH:57]2[CH2:56][CH:55]3[N:62]([C:2]4[CH:14]=[CH:13][C:5]5[C:6]([C:9]([O:11][CH3:12])=[O:10])=[N:7][S:8][C:4]=5[CH:3]=4)[CH:59]([CH2:60][CH2:61]3)[CH2:58]2)[CH2:71][CH2:72]1, predict the reactants needed to synthesize it. The reactants are: Br[C:2]1[CH:14]=[CH:13][C:5]2[C:6]([C:9]([O:11][CH3:12])=[O:10])=[N:7][S:8][C:4]=2[CH:3]=1.C(=O)([O-])[O-].[Cs+].[Cs+].C1(P(C2CCCCC2)C2C=CC=CC=2C2C(C(C)C)=CC(C(C)C)=CC=2C(C)C)CCCCC1.[CH:55]12[NH:62][CH:59]([CH2:60][CH2:61]1)[CH2:58][CH:57]([O:63][CH2:64][C:65]1[C:66]([C:73]3[CH:78]=[CH:77][CH:76]=[CH:75][C:74]=3[O:79][C:80]([F:83])([F:82])[F:81])=[N:67][O:68][C:69]=1[CH:70]1[CH2:72][CH2:71]1)[CH2:56]2. (6) Given the product [Cl:1][C:2]1[CH:7]=[CH:6][C:5]([C:8]2[C:13]([CH3:14])=[N:12][NH:11][C:10](=[O:15])[C:9]=2[C:16]2[C:21]([F:22])=[CH:20][C:19]([O:26][CH3:25])=[CH:18][C:17]=2[F:24])=[CH:4][CH:3]=1, predict the reactants needed to synthesize it. The reactants are: [Cl:1][C:2]1[CH:7]=[CH:6][C:5]([C:8]2[C:13]([CH3:14])=[N:12][NH:11][C:10](=[O:15])[C:9]=2[C:16]2[C:21]([F:22])=[CH:20][C:19](F)=[CH:18][C:17]=2[F:24])=[CH:4][CH:3]=1.[CH3:25][O-:26].[Na+].CO. (7) Given the product [CH2:1]([O:3][C:4]([C:6]1[CH:11]=[C:10]([C:12](=[O:28])[CH2:13][CH2:14][C:15]2[CH:16]=[CH:17][C:18]([C:21]([O:23][C:24]([CH3:26])([CH3:25])[CH3:27])=[O:22])=[CH:19][CH:20]=2)[CH:9]=[C:8]([CH3:29])[N:7]=1)=[O:5])[CH3:2], predict the reactants needed to synthesize it. The reactants are: [CH2:1]([O:3][C:4]([C:6]1[CH:11]=[C:10]([C:12](=[O:28])[CH:13]=[CH:14][C:15]2[CH:20]=[CH:19][C:18]([C:21]([O:23][C:24]([CH3:27])([CH3:26])[CH3:25])=[O:22])=[CH:17][CH:16]=2)[CH:9]=[C:8]([CH3:29])[N:7]=1)=[O:5])[CH3:2].[H][H].